This data is from Reaction yield outcomes from USPTO patents with 853,638 reactions. The task is: Predict the reaction yield, written as a fraction of the theoretical maximum amount of product (1.0 means a 100% yield; for example, 0.34 means a 34% yield). The reactants are [CH:1]([N:4]1[C:8]([C:9]2[N:18]=[C:17]3[N:11]([CH2:12][CH2:13][O:14][C:15]4[CH:22]=[C:21](O)[N:20]=[CH:19][C:16]=43)[CH:10]=2)=[N:7][CH:6]=[N:5]1)([CH3:3])[CH3:2].Cl.[NH2:25][CH2:26][C:27]([NH2:29])=[O:28]. The catalyst is CN1C(=O)CCC1. The product is [CH:1]([N:4]1[C:8]([C:9]2[N:18]=[C:17]3[C:16]4[CH:19]=[N:20][C:21]([NH:25][CH2:26][C:27]([NH2:29])=[O:28])=[CH:22][C:15]=4[O:14][CH2:13][CH2:12][N:11]3[CH:10]=2)=[N:7][CH:6]=[N:5]1)([CH3:2])[CH3:3]. The yield is 0.0800.